From a dataset of Forward reaction prediction with 1.9M reactions from USPTO patents (1976-2016). Predict the product of the given reaction. Given the reactants [CH3:1][C:2]1([CH3:15])[CH2:13][C:12](=[O:14])[C:5]2[C:6]([C:9]([OH:11])=O)=[CH:7][O:8][C:4]=2[CH2:3]1.F[P-](F)(F)(F)(F)F.N1(OC(N(C)C)=[N+](C)C)C2N=CC=CC=2N=N1.C(N(CC)CC)C.[NH2:47][C:48]1[CH:53]=[CH:52][C:51]([N:54]2[CH2:59][CH2:58][N:57]([C:60](=[O:62])[CH3:61])[CH2:56][CH2:55]2)=[CH:50][CH:49]=1, predict the reaction product. The product is: [C:60]([N:57]1[CH2:56][CH2:55][N:54]([C:51]2[CH:52]=[CH:53][C:48]([NH:47][C:9]([C:6]3[C:5]4[C:12](=[O:14])[CH2:13][C:2]([CH3:1])([CH3:15])[CH2:3][C:4]=4[O:8][CH:7]=3)=[O:11])=[CH:49][CH:50]=2)[CH2:59][CH2:58]1)(=[O:62])[CH3:61].